From a dataset of Forward reaction prediction with 1.9M reactions from USPTO patents (1976-2016). Predict the product of the given reaction. (1) Given the reactants [OH:1][CH2:2][CH:3]1[CH2:8][CH2:7][N:6]([C:9]([O:11][C:12]([CH3:15])([CH3:14])[CH3:13])=[O:10])[CH2:5][CH2:4]1.CCN(CC)CC.[CH3:23][S:24](Cl)(=[O:26])=[O:25], predict the reaction product. The product is: [CH3:23][S:24]([O:1][CH2:2][CH:3]1[CH2:8][CH2:7][N:6]([C:9]([O:11][C:12]([CH3:15])([CH3:14])[CH3:13])=[O:10])[CH2:5][CH2:4]1)(=[O:26])=[O:25]. (2) Given the reactants [CH3:1][C:2]1[CH:6]([CH3:7])[C:5]([CH3:8])=[CH:4][C:3]=1[CH3:9].C([Li])CCC.[Fe:15].[Fe].O1CCCC1, predict the reaction product. The product is: [CH3:9][C:3]1[CH-:4][C:5]([CH3:8])=[C:6]([CH3:7])[C:2]=1[CH3:1].[CH-:4]1[C:5]([CH3:8])=[C:6]([CH3:7])[C:2]([CH3:1])=[C:3]1[CH3:9].[Fe+2:15]. (3) Given the reactants [CH3:1][O:2][CH2:3][C:4]1[C:5]([CH3:34])=[C:6]([C:10]2[CH:11]=[C:12]3[C:16](=[CH:17][CH:18]=2)[N:15](C2CCCCO2)[N:14]=[C:13]3[C:25]2[NH:29][C:28]3[CH2:30][CH2:31][CH2:32][CH2:33][C:27]=3[N:26]=2)[CH:7]=[N:8][CH:9]=1.C([SiH](CC)CC)C.FC(F)(F)C(O)=O, predict the reaction product. The product is: [CH3:1][O:2][CH2:3][C:4]1[C:5]([CH3:34])=[C:6]([C:10]2[CH:11]=[C:12]3[C:16](=[CH:17][CH:18]=2)[NH:15][N:14]=[C:13]3[C:25]2[NH:29][C:28]3[CH2:30][CH2:31][CH2:32][CH2:33][C:27]=3[N:26]=2)[CH:7]=[N:8][CH:9]=1. (4) Given the reactants [CH2:1]([O:3][C:4]([C:6]1[N:7]=[C:8](Br)[C:9]2[N:10]([CH3:20])[C:11]3[C:16]([C:17]=2[C:18]=1[OH:19])=[CH:15][CH:14]=[CH:13][CH:12]=3)=[O:5])[CH3:2].[CH3:22][Sn](C)(C)C, predict the reaction product. The product is: [CH2:1]([O:3][C:4]([C:6]1[N:7]=[C:8]([CH3:22])[C:9]2[N:10]([CH3:20])[C:11]3[C:16]([C:17]=2[C:18]=1[OH:19])=[CH:15][CH:14]=[CH:13][CH:12]=3)=[O:5])[CH3:2]. (5) Given the reactants [OH:1][C@H:2]([CH2:9][C@H:10]([OH:39])/[CH:11]=[CH:12]/[C:13]1[C:14]([CH:36]([CH3:38])[CH3:37])=[N:15][N:16]([C:28]2[CH:33]=[CH:32][N:31]=[C:30]([O:34][CH3:35])[N:29]=2)[C:17]=1[C:18]1[CH:23]=[CH:22][CH:21]=[C:20]([C:24]([F:27])([F:26])[F:25])[CH:19]=1)[CH2:3][C:4]([O:6]CC)=[O:5].[OH-].[Na+], predict the reaction product. The product is: [OH:1][C@H:2]([CH2:9][C@H:10]([OH:39])/[CH:11]=[CH:12]/[C:13]1[C:14]([CH:36]([CH3:37])[CH3:38])=[N:15][N:16]([C:28]2[CH:33]=[CH:32][N:31]=[C:30]([O:34][CH3:35])[N:29]=2)[C:17]=1[C:18]1[CH:23]=[CH:22][CH:21]=[C:20]([C:24]([F:25])([F:27])[F:26])[CH:19]=1)[CH2:3][C:4]([OH:6])=[O:5]. (6) The product is: [Br:27][CH2:28][CH2:29][CH2:30][C:11]([C:5]1[CH:6]=[CH:7][C:8]([O:9][CH3:10])=[C:3]([O:2][CH3:1])[CH:4]=1)([CH:14]([CH3:16])[CH3:15])[C:12]#[N:13]. Given the reactants [CH3:1][O:2][C:3]1[CH:4]=[C:5]([CH:11]([CH:14]([CH3:16])[CH3:15])[C:12]#[N:13])[CH:6]=[CH:7][C:8]=1[O:9][CH3:10].C[Si]([N-][Si](C)(C)C)(C)C.[Na+].[Br:27][CH2:28][CH2:29][CH2:30]Br.[NH4+].[Cl-], predict the reaction product. (7) Given the reactants C(O[C:4]([C:6]1[CH:11]=[CH:10][C:9]([CH2:12][CH2:13][N:14]=[N+:15]=[N-:16])=[CH:8][CH:7]=1)=[NH:5])C.CO[CH:19](OC)[CH2:20][NH2:21].CC(O)=O.C([O-])([O-])=O.[K+].[K+], predict the reaction product. The product is: [N:14]([CH2:13][CH2:12][C:9]1[CH:8]=[CH:7][C:6]([C:4]2[NH:5][CH:19]=[CH:20][N:21]=2)=[CH:11][CH:10]=1)=[N+:15]=[N-:16]. (8) Given the reactants Cl.[CH3:2][O:3][C:4]1[CH:5]=[C:6]([CH:13]=[CH:14][C:15]=1[CH3:16])[CH2:7][C@H:8]([C:10]([OH:12])=[O:11])[NH2:9].S(Cl)([Cl:19])=O.[CH3:21]O, predict the reaction product. The product is: [ClH:19].[CH3:21][O:11][C:10](=[O:12])[C@@H:8]([CH2:7][C:6]1[CH:13]=[CH:14][C:15]([CH3:16])=[C:4]([O:3][CH3:2])[CH:5]=1)[NH2:9].